This data is from Reaction yield outcomes from USPTO patents with 853,638 reactions. The task is: Predict the reaction yield, written as a fraction of the theoretical maximum amount of product (1.0 means a 100% yield; for example, 0.34 means a 34% yield). The reactants are [CH3:1][O:2][C:3]1[CH:4]=[C:5]([N:12]2[CH2:17][CH2:16][N:15]([CH:18]3[CH2:23][CH2:22][NH:21][CH2:20][CH2:19]3)[CH2:14][CH2:13]2)[CH:6]=[CH:7][C:8]=1[N+:9]([O-:11])=[O:10].C([O-])([O-])=O.[Na+].[Na+].I[CH:31]([F:33])[CH3:32].O. The catalyst is C(#N)C. The product is [F:33][CH2:31][CH2:32][N:21]1[CH2:22][CH2:23][CH:18]([N:15]2[CH2:14][CH2:13][N:12]([C:5]3[CH:6]=[CH:7][C:8]([N+:9]([O-:11])=[O:10])=[C:3]([O:2][CH3:1])[CH:4]=3)[CH2:17][CH2:16]2)[CH2:19][CH2:20]1. The yield is 0.880.